The task is: Predict the reactants needed to synthesize the given product.. This data is from Full USPTO retrosynthesis dataset with 1.9M reactions from patents (1976-2016). (1) The reactants are: [CH2:1]([O:8][C:9]([C@:11]12[CH2:37][CH2:36][C@@H](C(O)=O)[C@@H]1[C@@H:13]1[C@@:26]([CH3:29])([CH2:27][CH2:28]2)[C@@:25]2([CH3:30])[C@@H:16]([C@:17]3([CH3:34])[C@@H:22]([CH2:23][CH2:24]2)[C:21]([CH3:32])([CH3:31])[C@@H:20]([OH:33])[CH2:19][CH2:18]3)[CH2:15][CH2:14]1)=[O:10])[C:2]1[CH:7]=[CH:6][CH:5]=[CH:4][CH:3]=1.P([N:57]=[N+:58]=[N-:59])(=O)(OC1C=CC=CC=1)OC1C=CC=CC=1.C([N:62]([CH2:65]C)[CH2:63][CH3:64])C.[O:67]1CCOCC1. Given the product [N:57]([C:65]([NH:62][C@H:63]1[C@@H:64]2[C@@H:13]3[C@@:26]([CH3:29])([CH2:27][CH2:28][C@@:11]2([C:9]([O:8][CH2:1][C:2]2[CH:7]=[CH:6][CH:5]=[CH:4][CH:3]=2)=[O:10])[CH2:37][CH2:36]1)[C@@:25]1([CH3:30])[C@@H:16]([C@:17]2([CH3:34])[C@@H:22]([CH2:23][CH2:24]1)[C:21]([CH3:32])([CH3:31])[C@@H:20]([OH:33])[CH2:19][CH2:18]2)[CH2:15][CH2:14]3)=[O:67])=[N+:58]=[N-:59], predict the reactants needed to synthesize it. (2) Given the product [NH2:1][C:2]1[C:7]([C:8]([OH:10])=[O:9])=[C:6]([F:12])[C:5]([Cl:13])=[C:4]([Br:14])[CH:3]=1, predict the reactants needed to synthesize it. The reactants are: [NH2:1][C:2]1[C:7]([C:8]([O:10]C)=[O:9])=[C:6]([F:12])[C:5]([Cl:13])=[C:4]([Br:14])[CH:3]=1.O.CO.O[Li].O. (3) Given the product [C:26]([O:25][C:23]([N:3]([C:23]([O:25][C:26]([CH3:29])([CH3:28])[CH3:27])=[O:24])[C:4]1[C:18]([N+:19]([O-:21])=[O:20])=[CH:17][C:7]([O:8][CH2:9][CH2:10][CH2:11][C:12]([O:14][CH2:15][CH3:16])=[O:13])=[CH:6][C:5]=1[CH3:22])=[O:24])([CH3:29])([CH3:28])[CH3:27], predict the reactants needed to synthesize it. The reactants are: [H-].[Na+].[NH2:3][C:4]1[C:18]([N+:19]([O-:21])=[O:20])=[CH:17][C:7]([O:8][CH2:9][CH2:10][CH2:11][C:12]([O:14][CH2:15][CH3:16])=[O:13])=[CH:6][C:5]=1[CH3:22].[C:23](O[C:23]([O:25][C:26]([CH3:29])([CH3:28])[CH3:27])=[O:24])([O:25][C:26]([CH3:29])([CH3:28])[CH3:27])=[O:24]. (4) The reactants are: [C:1]([O:5][C:6](=[O:19])[NH:7][CH2:8][C:9]1([C:16](=O)[NH2:17])[CH2:11][CH:10]1[CH2:12][CH:13]([CH3:15])[CH3:14])([CH3:4])([CH3:3])[CH3:2].N1C(Cl)=NC(Cl)=NC=1Cl.[OH-].[Na+]. Given the product [C:1]([O:5][C:6](=[O:19])[NH:7][CH2:8][C:9]1([C:16]#[N:17])[CH2:11][CH:10]1[CH2:12][CH:13]([CH3:14])[CH3:15])([CH3:2])([CH3:4])[CH3:3], predict the reactants needed to synthesize it. (5) The reactants are: [OH:1][CH2:2][CH2:3][CH2:4][CH2:5][CH2:6][CH2:7][CH2:8][C:9]1[CH2:11][CH:10]=1.[Si:12](Cl)([C:15]([CH3:18])([CH3:17])[CH3:16])([CH3:14])[CH3:13].C(N(CC)CC)C. Given the product [Si:12]([O:1][CH2:2][CH2:3][CH2:4][CH2:5][CH2:6][CH2:7][CH2:8][C:9]1[CH2:11][CH:10]=1)([C:15]([CH3:18])([CH3:17])[CH3:16])([CH3:14])[CH3:13], predict the reactants needed to synthesize it. (6) Given the product [F:1][C:2]1[CH:9]=[CH:8][C:5]([CH:6]2[O:12][CH2:11][CH2:10][O:7]2)=[CH:4][CH:3]=1, predict the reactants needed to synthesize it. The reactants are: [F:1][C:2]1[CH:9]=[CH:8][C:5]([CH:6]=[O:7])=[CH:4][CH:3]=1.[CH2:10](O)[CH2:11][OH:12].C1(C)C=CC=CC=1.CC1C=CC(S(O)(=O)=O)=CC=1. (7) Given the product [Cl:1][C:2]1[CH:3]=[C:4]2[C:9](=[CH:10][CH:11]=1)[N:8]([CH3:28])[C:7](=[O:12])[C:6]([C@@H:13]([NH:15][C:16]1[N:21]=[C:20]([O:22][CH3:23])[C:19]([C:24]#[N:25])=[CH:18][N:17]=1)[CH3:14])=[CH:5]2, predict the reactants needed to synthesize it. The reactants are: [Cl:1][C:2]1[CH:3]=[C:4]2[C:9](=[CH:10][CH:11]=1)[NH:8][C:7](=[O:12])[C:6]([C@@H:13]([NH:15][C:16]1[N:21]=[C:20]([O:22][CH3:23])[C:19]([C:24]#[N:25])=[CH:18][N:17]=1)[CH3:14])=[CH:5]2.[H-].[Na+].[CH3:28]I.[Cl-].[NH4+]. (8) The reactants are: IC.[Cl:3][C:4]1[CH:9]=[CH:8][C:7]([CH:10]([C:18]2[CH:19]=[C:20]3[C:25](=[CH:26][CH:27]=2)[N:24]2[N:28]=[N:29][N:30]=[C:23]2[CH:22]=[C:21]3[C:31]2[CH:36]=[CH:35][CH:34]=[C:33]([Cl:37])[CH:32]=2)[C:11]2[N:12]([CH3:17])[C:13]([SH:16])=[N:14][N:15]=2)=[CH:6][CH:5]=1.[CH3:38]O[Na].CO.O. Given the product [Cl:37][C:33]1[CH:32]=[C:31]([C:21]2[C:20]3[C:25](=[CH:26][CH:27]=[C:18]([CH:10]([C:7]4[CH:8]=[CH:9][C:4]([Cl:3])=[CH:5][CH:6]=4)[C:11]4[N:12]([CH3:17])[C:13]([S:16][CH3:38])=[N:14][N:15]=4)[CH:19]=3)[N:24]3[N:28]=[N:29][N:30]=[C:23]3[CH:22]=2)[CH:36]=[CH:35][CH:34]=1, predict the reactants needed to synthesize it.